Dataset: Forward reaction prediction with 1.9M reactions from USPTO patents (1976-2016). Task: Predict the product of the given reaction. (1) The product is: [CH3:1][O:2][C:3]1[CH:10]=[CH:9][C:6](/[CH:7]=[N:11]/[CH:12]([CH3:15])[CH2:13][OH:14])=[CH:5][CH:4]=1. Given the reactants [CH3:1][O:2][C:3]1[CH:10]=[CH:9][C:6]([CH:7]=O)=[CH:5][CH:4]=1.[NH2:11][CH:12]([CH3:15])[CH2:13][OH:14].CC1C=CC(S(O)(=O)=O)=CC=1, predict the reaction product. (2) The product is: [F:1][C:2]1[CH:3]=[C:4]([CH:7]=[CH:8][C:9]=1[C:10]([F:11])([F:12])[F:13])[CH2:5][NH:6][C:25](=[O:26])[CH:24]([C:19]1[CH:20]=[CH:21][CH:22]=[C:23]2[C:18]=1[CH:17]=[CH:16][N:15]=[CH:14]2)[CH2:28][CH3:29]. Given the reactants [F:1][C:2]1[CH:3]=[C:4]([CH:7]=[CH:8][C:9]=1[C:10]([F:13])([F:12])[F:11])[CH2:5][NH2:6].[CH:14]1[C:23]2[C:18](=[C:19]([CH:24]([CH2:28][CH3:29])[C:25](O)=[O:26])[CH:20]=[CH:21][CH:22]=2)[CH:17]=[CH:16][N:15]=1.C1C2C(=C(CC(O)=O)C=CC=2)C=CN=1.ClC1C=CC(CN=C=O)=CC=1Cl, predict the reaction product. (3) Given the reactants [CH2:1]([O:8][C:9]1[CH:14]=[CH:13][C:12]([CH2:15][CH2:16][NH:17][CH2:18][CH:19]2[CH2:21][CH2:20]2)=[CH:11][C:10]=1[O:22][CH3:23])[C:2]1[CH:7]=[CH:6][CH:5]=[CH:4][CH:3]=1.C(N(CC)CC)C.Cl[CH2:32][C:33]([NH:35][CH3:36])=[O:34], predict the reaction product. The product is: [CH2:1]([O:8][C:9]1[CH:14]=[CH:13][C:12]([CH2:15][CH2:16][N:17]([CH2:18][CH:19]2[CH2:21][CH2:20]2)[CH2:32][C:33]([NH:35][CH3:36])=[O:34])=[CH:11][C:10]=1[O:22][CH3:23])[C:2]1[CH:7]=[CH:6][CH:5]=[CH:4][CH:3]=1. (4) The product is: [C:1]([O:5][C:6]([N:8]1[CH2:12][C@H:11]([F:13])[C@@H:10]([O:14][CH3:15])[C@H:9]1[C:16](=[O:18])[NH:42][CH2:41][C:40]1[CH:43]=[CH:44][CH:45]=[C:38]([Cl:37])[C:39]=1[F:46])=[O:7])([CH3:2])([CH3:3])[CH3:4]. Given the reactants [C:1]([O:5][C:6]([N:8]1[CH2:12][C@H:11]([F:13])[C@@H:10]([O:14][CH3:15])[C@H:9]1[C:16]([OH:18])=O)=[O:7])([CH3:4])([CH3:3])[CH3:2].C(OC(N1C[C@@H](OC)[C@H](F)[C@H]1C(O)=O)=O)(C)(C)C.[Cl:37][C:38]1[C:39]([F:46])=[C:40]([CH:43]=[CH:44][CH:45]=1)[CH2:41][NH2:42].CCCP(=O)=O.CCN(C(C)C)C(C)C, predict the reaction product. (5) Given the reactants [CH3:1][C:2]([CH3:11])([CH3:10])[C:3](=O)[CH2:4][CH2:5][C:6](O)=[O:7].[NH2:12][NH2:13], predict the reaction product. The product is: [C:2]([C:3]1[CH2:4][CH2:5][C:6](=[O:7])[NH:12][N:13]=1)([CH3:11])([CH3:10])[CH3:1]. (6) Given the reactants F[C:2]1[CH:7]=[C:6]([F:8])[CH:5]=[CH:4][C:3]=1[N+:9]([O-:11])=[O:10].C(N(C(C)C)CC)(C)C.Cl.Cl.[CH2:23]([O:25][C@H:26]1[CH2:31][CH2:30][C@H:29]([N:32]2[CH2:37][CH2:36][CH:35]([NH2:38])[CH2:34][CH2:33]2)[CH2:28][CH2:27]1)[CH3:24], predict the reaction product. The product is: [CH2:23]([O:25][C@H:26]1[CH2:27][CH2:28][C@H:29]([N:32]2[CH2:33][CH2:34][CH:35]([NH:38][C:2]3[CH:7]=[C:6]([F:8])[CH:5]=[CH:4][C:3]=3[N+:9]([O-:11])=[O:10])[CH2:36][CH2:37]2)[CH2:30][CH2:31]1)[CH3:24]. (7) Given the reactants [CH2:1]([O:3][C:4]([C:6]1[C:11](=[O:12])[N:10]([CH2:13][C:14]2[CH:19]=[CH:18][CH:17]=[CH:16][CH:15]=2)[C:9]([CH:20]([NH:24]C(OC(C)(C)C)=O)[CH:21]([CH3:23])[CH3:22])=[N:8][CH:7]=1)=[O:5])[CH3:2].Cl.O1CCOCC1.[C:39]([O:43][C:44](=[O:50])[NH:45][CH2:46][CH2:47][CH:48]=O)([CH3:42])([CH3:41])[CH3:40].C(O[BH-](OC(=O)C)OC(=O)C)(=O)C.[Na+].C(=O)(O)[O-].[Na+], predict the reaction product. The product is: [CH2:1]([O:3][C:4]([C:6]1[C:11](=[O:12])[N:10]([CH2:13][C:14]2[CH:19]=[CH:18][CH:17]=[CH:16][CH:15]=2)[C:9]([CH:20]([NH:24][CH2:48][CH2:47][CH2:46][NH:45][C:44]([O:43][C:39]([CH3:42])([CH3:41])[CH3:40])=[O:50])[CH:21]([CH3:23])[CH3:22])=[N:8][CH:7]=1)=[O:5])[CH3:2]. (8) Given the reactants [C:1]([O:5][C:6]([N:8]1[CH2:13][CH2:12][CH:11]([N:14]2[C:18]3=[N:19][CH:20]=[N:21][C:22](Cl)=[C:17]3[CH:16]=[N:15]2)[CH2:10][CH2:9]1)=[O:7])([CH3:4])([CH3:3])[CH3:2].[OH:24][C:25]1[CH:30]=[CH:29][C:28]([C:31](=[O:33])[CH3:32])=[CH:27][CH:26]=1, predict the reaction product. The product is: [C:1]([O:5][C:6]([N:8]1[CH2:13][CH2:12][CH:11]([N:14]2[C:18]3=[N:19][CH:20]=[N:21][C:22]([O:24][C:25]4[CH:30]=[CH:29][C:28]([C:31](=[O:33])[CH3:32])=[CH:27][CH:26]=4)=[C:17]3[CH:16]=[N:15]2)[CH2:10][CH2:9]1)=[O:7])([CH3:4])([CH3:3])[CH3:2]. (9) The product is: [CH2:2]([O:3][C:4](=[O:5])[CH2:6][C:35]1([OH:46])[C:36]2[C:41](=[CH:40][CH:39]=[C:38]([O:44][CH3:45])[CH:37]=2)[CH2:42][CH2:43][CH:34]1[Cl:33])[CH3:1]. Given the reactants [CH3:1][CH2:2][O:3][C:4]([CH3:6])=[O:5].C(NC(C)C)(C)C.[Li].C(NC(C)C)(C)C.[Li]CCCC.CCCCCC.[Cl:33][CH:34]1[CH2:43][CH2:42][C:41]2[C:36](=[CH:37][C:38]([O:44][CH3:45])=[CH:39][CH:40]=2)[C:35]1=[O:46].[NH4+].[Cl-], predict the reaction product.